This data is from NCI-60 drug combinations with 297,098 pairs across 59 cell lines. The task is: Regression. Given two drug SMILES strings and cell line genomic features, predict the synergy score measuring deviation from expected non-interaction effect. Drug 1: CC(CN1CC(=O)NC(=O)C1)N2CC(=O)NC(=O)C2. Drug 2: CCC1(CC2CC(C3=C(CCN(C2)C1)C4=CC=CC=C4N3)(C5=C(C=C6C(=C5)C78CCN9C7C(C=CC9)(C(C(C8N6C=O)(C(=O)OC)O)OC(=O)C)CC)OC)C(=O)OC)O.OS(=O)(=O)O. Cell line: UACC-257. Synergy scores: CSS=13.5, Synergy_ZIP=-3.88, Synergy_Bliss=2.75, Synergy_Loewe=-14.7, Synergy_HSA=-1.59.